From a dataset of Forward reaction prediction with 1.9M reactions from USPTO patents (1976-2016). Predict the product of the given reaction. (1) Given the reactants [CH2:1]([O:3][C:4](=[O:17])[NH:5][C:6]1[CH:11]=[CH:10][C:9]([CH:12]=O)=[CH:8][C:7]=1[N+:14]([O-:16])=[O:15])[CH3:2].[Cl:18][C:19]1[CH:25]=[CH:24][C:22](N)=[CH:21][C:20]=1[F:26].[C:27]([BH3-])#N.[Na+].[BH4-].[Na+], predict the reaction product. The product is: [CH2:1]([O:3][C:4](=[O:17])[NH:5][C:6]1[CH:11]=[CH:10][C:9]([CH2:12][CH2:27][C:22]2[CH:24]=[CH:25][C:19]([Cl:18])=[C:20]([F:26])[CH:21]=2)=[CH:8][C:7]=1[N+:14]([O-:16])=[O:15])[CH3:2]. (2) Given the reactants C1C2C(COC(=O)[NH:17][C@H:18]([C:43]([O:45][C:46]([CH3:49])([CH3:48])[CH3:47])=[O:44])[CH2:19][CH2:20][C:21](=[O:42])[NH:22][CH2:23][CH2:24][O:25][CH2:26][CH2:27][O:28][CH2:29][CH2:30][O:31][CH2:32][CH2:33][NH:34][C:35](=[O:41])[O:36][C:37]([CH3:40])([CH3:39])[CH3:38])C3C(=CC=CC=3)C=2C=CC=1.[OH-].N, predict the reaction product. The product is: [NH2:17][C@H:18]([C:43]([O:45][C:46]([CH3:49])([CH3:48])[CH3:47])=[O:44])[CH2:19][CH2:20][C:21](=[O:42])[NH:22][CH2:23][CH2:24][O:25][CH2:26][CH2:27][O:28][CH2:29][CH2:30][O:31][CH2:32][CH2:33][NH:34][C:35](=[O:41])[O:36][C:37]([CH3:38])([CH3:39])[CH3:40]. (3) Given the reactants [C:1]([O:9][CH2:10][CH2:11][CH2:12][C:13]([CH3:24])([CH3:23])[CH2:14][O:15][S:16]([CH2:19][CH2:20][CH2:21]Cl)(=[O:18])=[O:17])(=[O:8])[C:2]1[CH:7]=[CH:6][CH:5]=[CH:4][CH:3]=1.[N-:25]=[N+:26]=[N-:27].[Na+], predict the reaction product. The product is: [C:1]([O:9][CH2:10][CH2:11][CH2:12][C:13]([CH3:24])([CH3:23])[CH2:14][O:15][S:16]([CH2:19][CH2:20][CH2:21][N:25]=[N+:26]=[N-:27])(=[O:18])=[O:17])(=[O:8])[C:2]1[CH:7]=[CH:6][CH:5]=[CH:4][CH:3]=1. (4) Given the reactants [NH2:1][C:2]1[CH:3]=[CH:4][C:5]([F:19])=[C:6]([C@:8]2([CH3:18])[CH2:14][C:13]([CH3:16])([CH3:15])[O:12][CH2:11][C:10](=[S:17])[NH:9]2)[CH:7]=1.[F:20][C:21]([F:29])([F:28])[C:22]1([C:25](O)=[O:26])[CH2:24][CH2:23]1, predict the reaction product. The product is: [F:19][C:5]1[CH:4]=[CH:3][C:2]([NH:1][C:25]([C:22]2([C:21]([F:29])([F:28])[F:20])[CH2:24][CH2:23]2)=[O:26])=[CH:7][C:6]=1[C@:8]1([CH3:18])[CH2:14][C:13]([CH3:16])([CH3:15])[O:12][CH2:11][C:10](=[S:17])[NH:9]1. (5) Given the reactants [I:1][C:2]1[CH:7]=[CH:6][C:5]([N:8]=[C:9]=[S:10])=[CH:4][CH:3]=1.[N:11]#[C:12][NH2:13].[Na].[CH3:15]I, predict the reaction product. The product is: [I:1][C:2]1[CH:7]=[CH:6][C:5]([NH:8][CH:9]([S:10][CH3:15])[NH:11][C:12]#[N:13])=[CH:4][CH:3]=1. (6) Given the reactants [C:1]([OH:10])(=[O:9])[C:2]1[C:3](=[CH:5][CH:6]=[CH:7][CH:8]=1)[SH:4].N12CCCN=[C:17]1[CH2:16][CH2:15][CH2:14][CH2:13][CH2:12]2.[CH2:22](Br)[C:23]1[CH:28]=[CH:27][CH:26]=[CH:25][CH:24]=1.[CH3:30]C(C)=O, predict the reaction product. The product is: [CH2:22]([O:9][C:1](=[O:10])[C:2]1[CH:8]=[CH:7][CH:6]=[CH:5][C:3]=1[S:4][CH2:30][C:17]1[CH:16]=[CH:15][CH:14]=[CH:13][CH:12]=1)[C:23]1[CH:28]=[CH:27][CH:26]=[CH:25][CH:24]=1. (7) Given the reactants [C:1]([C:3]1[CH:8]=[CH:7][CH:6]=[CH:5][C:4]=1[C:9]1[CH:14]=[CH:13][C:12]([CH2:15][CH:16]([C:21](=O)[CH2:22][CH2:23][CH2:24][CH3:25])[C:17](OC)=[O:18])=[CH:11][CH:10]=1)#[N:2].[O:27]1[CH2:32][CH2:31][CH:30]([NH:33][C:34]2[NH:38][CH:37]=[N:36][N:35]=2)[CH2:29][CH2:28]1, predict the reaction product. The product is: [O:18]=[C:17]1[C:16]([CH2:15][C:12]2[CH:13]=[CH:14][C:9]([C:4]3[C:3]([C:1]#[N:2])=[CH:8][CH:7]=[CH:6][CH:5]=3)=[CH:10][CH:11]=2)=[C:21]([CH2:22][CH2:23][CH2:24][CH3:25])[N:35]2[N:36]=[CH:37][N:38]=[C:34]2[N:33]1[CH:30]1[CH2:29][CH2:28][O:27][CH2:32][CH2:31]1. (8) Given the reactants [C:1]1([C:7]2[CH:14]=[CH:13][C:10]([CH:11]=[O:12])=[CH:9][N:8]=2)[CH:6]=[CH:5][CH:4]=[CH:3][CH:2]=1.[O:15]1[CH:19]=[CH:18][CH:17]=[C:16]1[Mg]Br, predict the reaction product. The product is: [O:15]1[CH:19]=[CH:18][CH:17]=[C:16]1[CH:11]([C:10]1[CH:9]=[N:8][C:7]([C:1]2[CH:2]=[CH:3][CH:4]=[CH:5][CH:6]=2)=[CH:14][CH:13]=1)[OH:12]. (9) Given the reactants Br[C:2]1[CH:7]=[CH:6][C:5]([O:8][Si:9]([CH:16]([CH3:18])[CH3:17])([CH:13]([CH3:15])[CH3:14])[CH:10]([CH3:12])[CH3:11])=[CH:4][CH:3]=1.C([Li])CCC.[CH3:24][O:25][CH2:26][O:27][C:28]1[CH:35]=[C:34]([O:36][CH3:37])[CH:33]=[CH:32][C:29]=1[CH:30]=[O:31].O, predict the reaction product. The product is: [CH3:37][O:36][C:34]1[CH:33]=[CH:32][C:29]([CH:30]([C:2]2[CH:7]=[CH:6][C:5]([O:8][Si:9]([CH:16]([CH3:18])[CH3:17])([CH:13]([CH3:15])[CH3:14])[CH:10]([CH3:12])[CH3:11])=[CH:4][CH:3]=2)[OH:31])=[C:28]([O:27][CH2:26][O:25][CH3:24])[CH:35]=1.